From a dataset of Forward reaction prediction with 1.9M reactions from USPTO patents (1976-2016). Predict the product of the given reaction. (1) The product is: [NH:7]1[CH2:12][CH2:11][CH2:10][C@@H:9]2[C:14]3[CH:15]=[CH:16][CH:17]=[CH:18][C:19]=3[CH2:20][C@H:8]12. Given the reactants [H-].[Al+3].[Li+].[H-].[H-].[H-].[NH:7]1[C:12](=O)[CH2:11][CH2:10][C@@H:9]2[C:14]3[CH:15]=[CH:16][CH:17]=[CH:18][C:19]=3[CH2:20][C@H:8]12.[OH-].[Na+].C(OCC)(=O)C, predict the reaction product. (2) Given the reactants [Cl:1][C:2]1[CH:3]=[C:4]([N:9]2[C:13](=[O:14])[O:12][N:11]=[C:10]2[C:15]2[N:16]=[N:17][S:18][C:19]=2[CH2:20][O:21][Si](C(C)C)(C(C)C)C(C)C)[CH:5]=[CH:6][C:7]=1[F:8].CO.Cl, predict the reaction product. The product is: [Cl:1][C:2]1[CH:3]=[C:4]([N:9]2[C:13](=[O:14])[O:12][N:11]=[C:10]2[C:15]2[N:16]=[N:17][S:18][C:19]=2[CH2:20][OH:21])[CH:5]=[CH:6][C:7]=1[F:8]. (3) The product is: [CH3:61][O:62][C:63]1[CH:68]=[C:67]([O:69][CH3:70])[CH:66]=[CH:65][C:64]=1[CH2:71][N:11]1[C:10](=[O:21])[C:9]([CH2:8][C:7]2[CH:6]=[CH:5][C:4]([C:22]3[C:23]([C:28]#[N:29])=[CH:24][CH:25]=[CH:26][CH:27]=3)=[CH:3][C:2]=2[F:1])=[C:14]([CH2:15][CH2:16][CH3:17])[N:13]2[N:18]=[CH:19][N:20]=[C:12]12. Given the reactants [F:1][C:2]1[CH:3]=[C:4]([C:22]2[C:23]([C:28]#[N:29])=[CH:24][CH:25]=[CH:26][CH:27]=2)[CH:5]=[CH:6][C:7]=1[CH2:8][C:9]1[C:10](=[O:21])[NH:11][C:12]2[N:13]([N:18]=[CH:19][N:20]=2)[C:14]=1[CH2:15][CH2:16][CH3:17].N(C(N1CCCCC1)=O)=NC(N1CCCCC1)=O.C(P(CCCC)CCCC)CCC.[CH3:61][O:62][C:63]1[CH:68]=[C:67]([O:69][CH3:70])[CH:66]=[CH:65][C:64]=1[CH2:71]O, predict the reaction product. (4) Given the reactants [Br:1][C:2]1[C:7]([C:8]([O:10][CH3:11])=[O:9])=[C:6]([N+:12]([O-])=O)[C:5]([NH:15][CH:16]([CH2:18]C(OCC)=O)[CH3:17])=[CH:4][CH:3]=1.[Sn](Cl)Cl.[C:27](OCC)(=[O:29])C.C(=O)([O-])O.[Na+], predict the reaction product. The product is: [Br:1][C:2]1[C:7]([C:8]([O:10][CH3:11])=[O:9])=[C:6]2[C:5]([NH:15][C:16]([CH3:17])([CH3:18])[C:27](=[O:29])[NH:12]2)=[CH:4][CH:3]=1. (5) Given the reactants [C:1]1([C:7]2[C:8]3[CH:21]=[CH:20][CH:19]=[CH:18][C:9]=3[O:10][CH2:11][C:12]=2[CH:13]=[CH:14][C:15](O)=[O:16])[CH:6]=[CH:5][CH:4]=[CH:3][CH:2]=1.CN(C)C=O.C(Cl)(=O)C(Cl)=O.[CH3:33][S:34][C:35]1[C:40]([NH2:41])=[C:39]([S:42][CH3:43])[CH:38]=[C:37]([CH3:44])[N:36]=1, predict the reaction product. The product is: [CH3:33][S:34][C:35]1[C:40]([NH:41][C:15](=[O:16])[CH:14]=[CH:13][C:12]2[CH2:11][O:10][C:9]3[CH:18]=[CH:19][CH:20]=[CH:21][C:8]=3[C:7]=2[C:1]2[CH:6]=[CH:5][CH:4]=[CH:3][CH:2]=2)=[C:39]([S:42][CH3:43])[CH:38]=[C:37]([CH3:44])[N:36]=1.